Dataset: NCI-60 drug combinations with 297,098 pairs across 59 cell lines. Task: Regression. Given two drug SMILES strings and cell line genomic features, predict the synergy score measuring deviation from expected non-interaction effect. (1) Drug 1: CC1=C2C(C(=O)C3(C(CC4C(C3C(C(C2(C)C)(CC1OC(=O)C(C(C5=CC=CC=C5)NC(=O)OC(C)(C)C)O)O)OC(=O)C6=CC=CC=C6)(CO4)OC(=O)C)OC)C)OC. Drug 2: CC(C1=C(C=CC(=C1Cl)F)Cl)OC2=C(N=CC(=C2)C3=CN(N=C3)C4CCNCC4)N. Cell line: OVCAR-8. Synergy scores: CSS=58.5, Synergy_ZIP=4.33, Synergy_Bliss=2.45, Synergy_Loewe=-24.3, Synergy_HSA=2.70. (2) Synergy scores: CSS=10.9, Synergy_ZIP=2.14, Synergy_Bliss=-0.687, Synergy_Loewe=-39.3, Synergy_HSA=-1.40. Cell line: SF-268. Drug 2: C(CN)CNCCSP(=O)(O)O. Drug 1: C1=CN(C(=O)N=C1N)C2C(C(C(O2)CO)O)O.Cl. (3) Drug 1: CC1=CC=C(C=C1)C2=CC(=NN2C3=CC=C(C=C3)S(=O)(=O)N)C(F)(F)F. Drug 2: N.N.Cl[Pt+2]Cl. Cell line: NCI/ADR-RES. Synergy scores: CSS=34.0, Synergy_ZIP=-8.32, Synergy_Bliss=-6.66, Synergy_Loewe=-12.4, Synergy_HSA=-6.69.